Dataset: Catalyst prediction with 721,799 reactions and 888 catalyst types from USPTO. Task: Predict which catalyst facilitates the given reaction. (1) Reactant: [CH2:1]([N:8]1[CH:16]=[C:15]2[C:10]([CH:11]=[C:12]([C:17]3[CH:18]=[C:19]([CH2:27][CH2:28][CH2:29][N:30]4[CH2:35][CH2:34][NH:33][CH2:32][CH2:31]4)[N:20]4[C:25]=3[C:24]([NH2:26])=[N:23][CH:22]=[N:21]4)[CH:13]=[CH:14]2)=[N:9]1)[C:2]1[CH:7]=[CH:6][CH:5]=[CH:4][CH:3]=1.C(N(C(C)C)C(C)C)C.[C:45](Cl)(=[O:48])[CH2:46][CH3:47].O. Product: [NH2:26][C:24]1[C:25]2=[C:17]([C:12]3[CH:13]=[CH:14][C:15]4[C:10]([CH:11]=3)=[N:9][N:8]([CH2:1][C:2]3[CH:7]=[CH:6][CH:5]=[CH:4][CH:3]=3)[CH:16]=4)[CH:18]=[C:19]([CH2:27][CH2:28][CH2:29][N:30]3[CH2:35][CH2:34][N:33]([C:45](=[O:48])[CH2:46][CH3:47])[CH2:32][CH2:31]3)[N:20]2[N:21]=[CH:22][N:23]=1. The catalyst class is: 3. (2) Reactant: [F:1][C:2]([F:26])([C:22]([F:25])([F:24])[F:23])[CH2:3][O:4][C:5]1[CH:10]=[CH:9][C:8]([N:11]2[C:16](=[O:17])[C:15]3[CH:18]=[CH:19][NH:20][C:14]=3[NH:13][C:12]2=[S:21])=[CH:7][CH:6]=1.I[CH2:28][CH3:29].C(=O)([O-])O.[Na+]. Product: [CH2:28]([S:21][C:12]1[N:11]([C:8]2[CH:9]=[CH:10][C:5]([O:4][CH2:3][C:2]([F:1])([F:26])[C:22]([F:23])([F:24])[F:25])=[CH:6][CH:7]=2)[C:16](=[O:17])[C:15]2[CH:18]=[CH:19][NH:20][C:14]=2[N:13]=1)[CH3:29]. The catalyst class is: 9. (3) The catalyst class is: 24. Reactant: C([O:3][C:4](=[O:31])[CH2:5][C:6]1[CH:11]=[CH:10][C:9]([O:12][CH3:13])=[C:8]([O:14][C:15]2[CH:20]=[CH:19][C:18]([Cl:21])=[CH:17][C:16]=2[CH2:22][S:23][CH2:24][C:25]2[CH:30]=[CH:29][CH:28]=[CH:27][CH:26]=2)[CH:7]=1)C.[OH-].[Li+]. Product: [CH2:24]([S:23][CH2:22][C:16]1[CH:17]=[C:18]([Cl:21])[CH:19]=[CH:20][C:15]=1[O:14][C:8]1[CH:7]=[C:6]([CH2:5][C:4]([OH:31])=[O:3])[CH:11]=[CH:10][C:9]=1[O:12][CH3:13])[C:25]1[CH:26]=[CH:27][CH:28]=[CH:29][CH:30]=1. (4) Reactant: [OH:1][C:2]1[C:3]([O:20][CH3:21])=[C:4]([C:10]2[CH:11]=[C:12]3[C:16](=[CH:17][CH:18]=2)[C:15](=[O:19])[O:14][CH2:13]3)[CH:5]=[CH:6][C:7]=1[O:8][CH3:9].C(=O)([O-])[O-].[K+].[K+].Br[CH2:29][C:30]1[CH:35]=[CH:34][C:33]([S:36]([NH2:39])(=[O:38])=[O:37])=[CH:32][CH:31]=1. Product: [CH3:21][O:20][C:3]1[C:4]([C:10]2[CH:11]=[C:12]3[C:16](=[CH:17][CH:18]=2)[C:15](=[O:19])[O:14][CH2:13]3)=[CH:5][CH:6]=[C:7]([O:8][CH3:9])[C:2]=1[O:1][CH2:29][C:30]1[CH:31]=[CH:32][C:33]([S:36]([NH2:39])(=[O:38])=[O:37])=[CH:34][CH:35]=1. The catalyst class is: 10. (5) Reactant: [Si]([O:8][C@@H:9]1[CH2:13][C@@H:12]([NH:14][C:15]2[CH:20]=[C:19]([NH:21][C@H:22]3[C:30]4[C:25](=[CH:26][CH:27]=[CH:28][CH:29]=4)[CH2:24][C@H:23]3[O:31][CH3:32])[N:18]=[CH:17][N:16]=2)[CH2:11][C@@H:10]1[CH2:33][OH:34])(C(C)(C)C)(C)C.N1C=CC=CC=1.Cl[S:42]([NH2:45])(=[O:44])=[O:43]. Product: [S:42](=[O:44])(=[O:43])([O:34][CH2:33][C@@H:10]1[CH2:11][C@@H:12]([NH:14][C:15]2[CH:20]=[C:19]([NH:21][C@@H:22]3[C:30]4[C:25](=[CH:26][CH:27]=[CH:28][CH:29]=4)[CH2:24][C@@H:23]3[O:31][CH3:32])[N:18]=[CH:17][N:16]=2)[CH2:13][C@@H:9]1[OH:8])[NH2:45]. The catalyst class is: 10. (6) Reactant: C(OC(=O)[NH:7][CH:8]1[CH2:13][CH2:12][N:11]([CH:14]([CH3:16])[CH3:15])[CH2:10][CH2:9]1)(C)(C)C.FC(F)(F)C(O)=O. Product: [CH:14]([N:11]1[CH2:12][CH2:13][CH:8]([NH2:7])[CH2:9][CH2:10]1)([CH3:16])[CH3:15]. The catalyst class is: 5. (7) The catalyst class is: 78. Product: [OH:1][C:2]1[CH:3]=[C:4]([CH:45]=[CH:46][CH:47]=1)[CH2:5][C@@H:6]1[NH:31][C:30](=[O:32])[C@H:29]([CH:33]([CH3:35])[CH3:34])[NH:28][C:27](=[O:36])[C@H:26]([CH3:37])[C@H:25]([O:38][CH3:39])[CH2:24][CH2:23][CH2:22][CH2:21][C:20]2[CH:40]=[C:16]([CH:17]=[CH:18][CH:19]=2)[C@@H:15]([CH3:41])[O:14][C:13](=[O:42])[C@H:12]2[NH:43][N:8]([CH2:9][CH2:10][CH2:11]2)[C:7]1=[O:44]. Reactant: [OH:1][C:2]1[CH:3]=[C:4]([CH:45]=[CH:46][CH:47]=1)[CH2:5][C@@H:6]1[NH:31][C:30](=[O:32])[C@H:29]([CH:33]([CH3:35])[CH3:34])[NH:28][C:27](=[O:36])[C@H:26]([CH3:37])[C@H:25]([O:38][CH3:39])[CH2:24][CH2:23][CH:22]=[CH:21][C:20]2[CH:40]=[C:16]([CH:17]=[CH:18][CH:19]=2)[C@@H:15]([CH3:41])[O:14][C:13](=[O:42])[C@H:12]2[NH:43][N:8]([CH2:9][CH2:10][CH2:11]2)[C:7]1=[O:44].